From a dataset of Reaction yield outcomes from USPTO patents with 853,638 reactions. Predict the reaction yield, written as a fraction of the theoretical maximum amount of product (1.0 means a 100% yield; for example, 0.34 means a 34% yield). (1) The reactants are C[C:2](C)(P(O)(O)=O)[C:3]#[N:4].[Li+].[Cl-].C1CCN2C(=NCCC2)CC1.[C:23]([O:27][C:28]([N:30]1[CH2:35][CH2:34][C:33]([CH:38]2[CH2:43][CH2:42][CH2:41][CH2:40][CH2:39]2)([CH:36]=O)[CH2:32][CH2:31]1)=[O:29])([CH3:26])([CH3:25])[CH3:24]. The catalyst is C(#N)C. The product is [C:23]([O:27][C:28]([N:30]1[CH2:35][CH2:34][C:33]([CH:36]=[CH:2][C:3]#[N:4])([CH:38]2[CH2:43][CH2:42][CH2:41][CH2:40][CH2:39]2)[CH2:32][CH2:31]1)=[O:29])([CH3:26])([CH3:25])[CH3:24]. The yield is 1.00. (2) The reactants are [CH2:1]([NH:8][S:9]([C:12]1[CH:24]=[CH:23][C:15]2[N:16]=[C:17]([S:19](C)(=O)=O)[S:18][C:14]=2[CH:13]=1)(=[O:11])=[O:10])[C:2]1[CH:7]=[CH:6][CH:5]=[CH:4][CH:3]=1. The catalyst is CN(C=O)C. The product is [SH:19][C:17]1[S:18][C:14]2[CH:13]=[C:12]([S:9]([NH:8][CH2:1][C:2]3[CH:3]=[CH:4][CH:5]=[CH:6][CH:7]=3)(=[O:11])=[O:10])[CH:24]=[CH:23][C:15]=2[N:16]=1. The yield is 0.0800.